Dataset: Forward reaction prediction with 1.9M reactions from USPTO patents (1976-2016). Task: Predict the product of the given reaction. (1) Given the reactants [C:1]([O:5][C:6](=[O:16])[NH:7][C@H:8]1[CH2:13][CH2:12][C@@H:11]([CH2:14][NH2:15])[CH2:10][CH2:9]1)([CH3:4])([CH3:3])[CH3:2].[N+:17]([C:20]1[CH:21]=[C:22]([CH:26]=[CH:27][CH:28]=1)[C:23](Cl)=[O:24])([O-:19])=[O:18], predict the reaction product. The product is: [C:1]([O:5][C:6](=[O:16])[NH:7][C@H:8]1[CH2:9][CH2:10][C@@H:11]([CH2:14][NH:15][C:23](=[O:24])[C:22]2[CH:26]=[CH:27][CH:28]=[C:20]([N+:17]([O-:19])=[O:18])[CH:21]=2)[CH2:12][CH2:13]1)([CH3:4])([CH3:2])[CH3:3]. (2) Given the reactants Br[C:2]1[N:3]=[CH:4][N:5]([C:7]2[N:12]=[C:11]([CH:13]([CH3:15])[CH3:14])[CH:10]=[C:9]([C:16]3[CH:21]=[CH:20][C:19]([C:22]([F:25])([F:24])[F:23])=[CH:18][CH:17]=3)[N:8]=2)[CH:6]=1.[NH2:26][C:27]1[CH:32]=[CH:31][C:30](B2OC(C)(C)C(C)(C)O2)=[CH:29][N:28]=1, predict the reaction product. The product is: [CH:13]([C:11]1[CH:10]=[C:9]([C:16]2[CH:21]=[CH:20][C:19]([C:22]([F:25])([F:24])[F:23])=[CH:18][CH:17]=2)[N:8]=[C:7]([N:5]2[CH:6]=[C:2]([C:30]3[CH:31]=[CH:32][C:27]([NH2:26])=[N:28][CH:29]=3)[N:3]=[CH:4]2)[N:12]=1)([CH3:15])[CH3:14]. (3) Given the reactants [CH2:1]([O:23][CH2:24][CH2:25][CH2:26][CH2:27][CH2:28][CH2:29][CH2:30][CH2:31][CH2:32][CH2:33][CH2:34][CH2:35][O:36][C:37]1([O:51][CH2:52][CH2:53][CH2:54][CH2:55][CH2:56][CH2:57][CH2:58][CH2:59][CH2:60][CH2:61][CH2:62][CH2:63][O:64][CH2:65][CH2:66][CH2:67][CH2:68][CH2:69][CH2:70][CH2:71][CH2:72][CH2:73][CH2:74][CH2:75][CH2:76][CH2:77][CH2:78][CH2:79][CH2:80][CH2:81][CH2:82][CH2:83][CH2:84][CH2:85][CH3:86])[CH:50]=[CH:49][C:40]([C:41]([C:43]2[CH:48]=[CH:47][CH:46]=[CH:45][CH:44]=2)=[O:42])=[CH:39][CH2:38]1)[CH2:2][CH2:3][CH2:4][CH2:5][CH2:6][CH2:7][CH2:8][CH2:9][CH2:10][CH2:11][CH2:12][CH2:13][CH2:14][CH2:15][CH2:16][CH2:17][CH2:18][CH2:19][CH2:20][CH2:21][CH3:22].CO.[BH4-].[Na+].Cl, predict the reaction product. The product is: [CH2:1]([O:23][CH2:24][CH2:25][CH2:26][CH2:27][CH2:28][CH2:29][CH2:30][CH2:31][CH2:32][CH2:33][CH2:34][CH2:35][O:36][C:37]1([O:51][CH2:52][CH2:53][CH2:54][CH2:55][CH2:56][CH2:57][CH2:58][CH2:59][CH2:60][CH2:61][CH2:62][CH2:63][O:64][CH2:65][CH2:66][CH2:67][CH2:68][CH2:69][CH2:70][CH2:71][CH2:72][CH2:73][CH2:74][CH2:75][CH2:76][CH2:77][CH2:78][CH2:79][CH2:80][CH2:81][CH2:82][CH2:83][CH2:84][CH2:85][CH3:86])[CH:38]=[CH:39][C:40]([CH:41]([OH:42])[C:43]2[CH:44]=[CH:45][CH:46]=[CH:47][CH:48]=2)=[CH:49][CH2:50]1)[CH2:2][CH2:3][CH2:4][CH2:5][CH2:6][CH2:7][CH2:8][CH2:9][CH2:10][CH2:11][CH2:12][CH2:13][CH2:14][CH2:15][CH2:16][CH2:17][CH2:18][CH2:19][CH2:20][CH2:21][CH3:22]. (4) Given the reactants [F:1][C:2]1[CH:9]=[CH:8][C:7]([OH:10])=[CH:6][C:3]=1[CH2:4][OH:5].[C:11]1([CH2:17][CH2:18]Br)[CH:16]=[CH:15][CH:14]=[CH:13][CH:12]=1.Cl[C:21]([N:23]1[C@H:28]([CH3:29])[CH2:27][N:26](C(OC(C)(C)C)=O)[CH2:25][C@@H:24]1[CH3:37])=[O:22], predict the reaction product. The product is: [CH3:37][C@H:24]1[CH2:25][NH:26][CH2:27][C@@H:28]([CH3:29])[N:23]1[C:21]([O:5][CH2:4][C:3]1[CH:6]=[C:7]([O:10][CH2:18][CH2:17][C:11]2[CH:16]=[CH:15][CH:14]=[CH:13][CH:12]=2)[CH:8]=[CH:9][C:2]=1[F:1])=[O:22].